From a dataset of Reaction yield outcomes from USPTO patents with 853,638 reactions. Predict the reaction yield, written as a fraction of the theoretical maximum amount of product (1.0 means a 100% yield; for example, 0.34 means a 34% yield). (1) The reactants are [CH2:1]([Mg]Cl)[CH2:2][CH3:3].[C:6]1([C:12]2([C:28]#N)[CH2:17][CH2:16][N:15]([S:18]([C:21]3[CH:26]=[CH:25][C:24]([CH3:27])=[CH:23][CH:22]=3)(=[O:20])=[O:19])[CH2:14][CH2:13]2)[CH:11]=[CH:10][CH:9]=[CH:8][CH:7]=1.[O:30]1CCCC1. The catalyst is C1(C)C=CC=CC=1. The product is [C:6]1([C:12]2([C:28](=[O:30])[CH2:1][CH2:2][CH3:3])[CH2:17][CH2:16][N:15]([S:18]([C:21]3[CH:26]=[CH:25][C:24]([CH3:27])=[CH:23][CH:22]=3)(=[O:20])=[O:19])[CH2:14][CH2:13]2)[CH:11]=[CH:10][CH:9]=[CH:8][CH:7]=1. The yield is 0.500. (2) The reactants are Cl[C:2]1[N:11]=[CH:10][C:9]2[N:8]([CH2:12][CH:13]3[CH2:15][CH2:14]3)[C:7](=[O:16])[C:6]3([CH3:21])[CH2:17][O:18][CH2:19][CH2:20][N:5]3[C:4]=2[N:3]=1.[CH3:22][NH:23][C:24]([NH:26][C:27]1[CH:32]=[CH:31][C:30](B2OC(C)(C)C(C)(C)O2)=[CH:29][CH:28]=1)=[O:25].C([O-])(O)=O.[Na+].O.C(#N)C. The catalyst is O.C1C=CC(P(C2C=CC=CC=2)[C-]2C=CC=C2)=CC=1.C1C=CC(P(C2C=CC=CC=2)[C-]2C=CC=C2)=CC=1.Cl[Pd]Cl.[Fe+2].CC(O)=O.O1CCOCC1. The product is [CH:13]1([CH2:12][N:8]2[C:7](=[O:16])[C:6]3([CH3:21])[CH2:17][O:18][CH2:19][CH2:20][N:5]3[C:4]3[N:3]=[C:2]([C:30]4[CH:29]=[CH:28][C:27]([NH:26][C:24]([NH:23][CH3:22])=[O:25])=[CH:32][CH:31]=4)[N:11]=[CH:10][C:9]2=3)[CH2:15][CH2:14]1. The yield is 0.448. (3) The reactants are [F:1][C:2]1([F:17])[O:6][C:5]2[CH:7]=[CH:8][C:9]([C:11]3([C:14]([OH:16])=O)[CH2:13][CH2:12]3)=[CH:10][C:4]=2[O:3]1.[F:18][C:19]1[C:20]([NH2:33])=[CH:21][C:22]2[CH:23]=[C:24]3[C:30]([CH3:32])([CH3:31])[CH2:29][CH2:28][N:25]3[C:26]=2[CH:27]=1.CN(C(ON1N=NC2C=CC=NC1=2)=[N+](C)C)C.F[P-](F)(F)(F)(F)F.C(N(CC)CC)C. The catalyst is CN(C=O)C. The product is [F:17][C:2]1([F:1])[O:6][C:5]2[CH:7]=[CH:8][C:9]([C:11]3([C:14]([NH:33][C:20]4[C:19]([F:18])=[CH:27][C:26]5[N:25]6[CH2:28][CH2:29][C:30]([CH3:32])([CH3:31])[C:24]6=[CH:23][C:22]=5[CH:21]=4)=[O:16])[CH2:12][CH2:13]3)=[CH:10][C:4]=2[O:3]1. The yield is 0.650. (4) The reactants are [Cl:1][C:2]1[C:3]2[C@H:10]([CH3:11])[CH2:9][CH2:8][C:4]=2[N:5]=[CH:6][N:7]=1.C1C=C(Cl)C=C(C(OO)=[O:20])C=1.[O-]S([O-])(=S)=O.[Na+].[Na+].C([O-])([O-])=O.[Na+].[Na+]. The catalyst is C(Cl)(Cl)Cl.O. The product is [Cl:1][C:2]1[N:7]=[CH:6][N+:5]([O-:20])=[C:4]2[CH2:8][CH2:9][C@@H:10]([CH3:11])[C:3]=12. The yield is 0.530. (5) The reactants are C([C:3]1[CH:4]=[C:5]2[C:9](=[CH:10][CH:11]=1)[N:8]([CH:12]1[CH2:17][CH2:16][CH2:15][CH2:14][O:13]1)[N:7]=[C:6]2[C:18]1[CH:19]=[C:20]([CH:24]=[CH:25][CH:26]=1)[C:21](O)=[O:22])#N.C1C=CC2N(O)N=[N:33][C:31]=2C=1.CCN=C=NCCCN(C)C.[C:48]([NH2:52])([CH3:51])([CH3:50])[CH3:49]. No catalyst specified. The product is [C:48]([NH:52][C:21]([C:20]1[CH:24]=[CH:25][CH:26]=[C:18]([C:6]2[C:5]3[C:9](=[CH:10][CH:11]=[CH:3][CH:4]=3)[N:8]([CH:12]3[CH2:17][CH2:16][CH:15]([C:31]#[N:33])[CH2:14][O:13]3)[N:7]=2)[CH:19]=1)=[O:22])([CH3:51])([CH3:50])[CH3:49]. The yield is 0.740. (6) The reactants are [CH:1]1([C:4]([C:6]2[S:10][C:9]([NH2:11])=[N:8][C:7]=2[C:12]2[O:13][CH:14]=[CH:15][CH:16]=2)=[O:5])[CH2:3][CH2:2]1.C(N(CC)CC)C.Br[CH2:25][C:26](Br)=[O:27].[NH:29]1[CH2:34][CH2:33][O:32][CH2:31][CH2:30]1. The yield is 0.770. The product is [CH:1]1([C:4]([C:6]2[S:10][C:9]([NH:11][C:26](=[O:27])[CH2:25][N:29]3[CH2:34][CH2:33][O:32][CH2:31][CH2:30]3)=[N:8][C:7]=2[C:12]2[O:13][CH:14]=[CH:15][CH:16]=2)=[O:5])[CH2:2][CH2:3]1. The catalyst is C1COCC1.O. (7) The reactants are Cl[C:2]1[C:11]2[C:6](=[CH:7][C:8]([O:14][CH3:15])=[C:9]([O:12][CH3:13])[CH:10]=2)[N:5]=[CH:4][CH:3]=1.[CH2:16]([C:23]1[CH:28]=[CH:27][N:26]([C:29]2[CH:34]=[CH:33][C:32]([OH:35])=[C:31]([F:36])[CH:30]=2)[C:25](=[O:37])[CH:24]=1)[C:17]1[CH:22]=[CH:21][CH:20]=[CH:19][CH:18]=1. No catalyst specified. The product is [CH2:16]([C:23]1[CH:28]=[CH:27][N:26]([C:29]2[CH:34]=[CH:33][C:32]([O:35][C:2]3[C:11]4[C:6](=[CH:7][C:8]([O:14][CH3:15])=[C:9]([O:12][CH3:13])[CH:10]=4)[N:5]=[CH:4][CH:3]=3)=[C:31]([F:36])[CH:30]=2)[C:25](=[O:37])[CH:24]=1)[C:17]1[CH:18]=[CH:19][CH:20]=[CH:21][CH:22]=1. The yield is 0.500.